Dataset: Forward reaction prediction with 1.9M reactions from USPTO patents (1976-2016). Task: Predict the product of the given reaction. Given the reactants [C:1]([O:5][C:6]([N:8]1[CH2:15][CH:14]2[N:16]([C:17]([O:19][C:20]([CH3:23])([CH3:22])[CH3:21])=[O:18])[CH:10]([CH2:11][C:12](=[O:24])[CH2:13]2)[CH2:9]1)=[O:7])([CH3:4])([CH3:3])[CH3:2].[H-].[Na+].[CH3:27][O:28][C:29](=O)[O:30]C, predict the reaction product. The product is: [CH3:27][O:28][C:29]([CH:11]1[C:12](=[O:24])[CH2:13][CH:14]2[N:16]([C:17]([O:19][C:20]([CH3:23])([CH3:22])[CH3:21])=[O:18])[CH:10]1[CH2:9][N:8]([C:6]([O:5][C:1]([CH3:4])([CH3:3])[CH3:2])=[O:7])[CH2:15]2)=[O:30].